The task is: Predict the reaction yield, written as a fraction of the theoretical maximum amount of product (1.0 means a 100% yield; for example, 0.34 means a 34% yield).. This data is from Reaction yield outcomes from USPTO patents with 853,638 reactions. The reactants are [O:1]=[C:2]1[N:7]2[CH2:8][CH2:9][C:10]3[C:15]([C:6]2=[CH:5][CH:4]=[C:3]1[C:16]([OH:18])=O)=[CH:14][CH:13]=[CH:12][CH:11]=3.Cl.C(N=C=NCCCN(C)C)C.ON1C2C=CC=CC=2N=N1.[CH2:41]([NH2:49])[CH2:42][C:43]1[CH:48]=[CH:47][CH:46]=[CH:45][CH:44]=1. The catalyst is CN(C=O)C. The product is [CH2:41]([NH:49][C:16]([C:3]1[C:2](=[O:1])[N:7]2[CH2:8][CH2:9][C:10]3[C:15]([C:6]2=[CH:5][CH:4]=1)=[CH:14][CH:13]=[CH:12][CH:11]=3)=[O:18])[CH2:42][C:43]1[CH:48]=[CH:47][CH:46]=[CH:45][CH:44]=1. The yield is 0.740.